From a dataset of Full USPTO retrosynthesis dataset with 1.9M reactions from patents (1976-2016). Predict the reactants needed to synthesize the given product. (1) Given the product [CH:29]1([NH:32][CH:1]([C:4]2[CH:5]=[CH:6][C:7]([NH:10][C:11](=[O:28])[CH:12]([NH:16][C:17](=[O:27])[CH2:18][C:19]3[CH:24]=[C:23]([F:25])[CH:22]=[C:21]([F:26])[CH:20]=3)[CH2:13][CH2:14][CH3:15])=[N:8][CH:9]=2)[CH3:2])[CH2:31][CH2:30]1, predict the reactants needed to synthesize it. The reactants are: [C:1]([C:4]1[CH:5]=[CH:6][C:7]([NH:10][C:11](=[O:28])[CH:12]([NH:16][C:17](=[O:27])[CH2:18][C:19]2[CH:24]=[C:23]([F:25])[CH:22]=[C:21]([F:26])[CH:20]=2)[CH2:13][CH2:14][CH3:15])=[N:8][CH:9]=1)(=O)[CH3:2].[CH:29]1([NH2:32])[CH2:31][CH2:30]1.C(O[BH-](OC(=O)C)OC(=O)C)(=O)C.[Na+].C([BH3-])#N.[Na+]. (2) Given the product [CH3:27][N:24]1[CH2:23][CH2:22][N:21]([C:4]2[CH:5]=[C:6]([N:8]3[CH2:17][CH2:16][C:15]4[C:10](=[CH:11][C:12]([C:18]([N:36]5[CH2:37][CH2:38][CH:34]([C:28]6[CH:33]=[CH:32][CH:31]=[CH:30][CH:29]=6)[CH2:35]5)=[O:20])=[CH:13][CH:14]=4)[CH2:9]3)[N:7]=[C:2]([NH2:1])[N:3]=2)[CH2:26][CH2:25]1, predict the reactants needed to synthesize it. The reactants are: [NH2:1][C:2]1[N:7]=[C:6]([N:8]2[CH2:17][CH2:16][C:15]3[C:10](=[CH:11][C:12]([C:18]([OH:20])=O)=[CH:13][CH:14]=3)[CH2:9]2)[CH:5]=[C:4]([N:21]2[CH2:26][CH2:25][N:24]([CH3:27])[CH2:23][CH2:22]2)[N:3]=1.[C:28]1([CH:34]2[CH2:38][CH2:37][NH:36][CH2:35]2)[CH:33]=[CH:32][CH:31]=[CH:30][CH:29]=1. (3) Given the product [Cl:1][C:2]1[CH:7]=[CH:6][CH:5]=[CH:4][C:3]=1[C:8]1[C:9]([C:13]2[S:29][C:16]3[C:17]4[CH:25]=[CH:24][C:23]([C:26]([NH2:33])=[O:27])=[CH:22][C:18]=4[O:19][CH2:20][CH2:21][C:15]=3[CH:14]=2)=[N:10][NH:11][CH:12]=1, predict the reactants needed to synthesize it. The reactants are: [Cl:1][C:2]1[CH:7]=[CH:6][CH:5]=[CH:4][C:3]=1[C:8]1[C:9]([C:13]2[S:29][C:16]3[C:17]4[CH:25]=[CH:24][C:23]([C:26](O)=[O:27])=[CH:22][C:18]=4[O:19][CH2:20][CH2:21][C:15]=3[CH:14]=2)=[N:10][NH:11][CH:12]=1.[Cl-].[NH4+].C[N:33](C(ON1N=NC2C=CC=NC1=2)=[N+](C)C)C.F[P-](F)(F)(F)(F)F.CCN(C(C)C)C(C)C. (4) Given the product [NH2:42][C:40]([C:36]1[CH:35]=[C:34]([O:33][C:32]2[C:31]([F:46])=[CH:30][C:29]([NH:28][C:14]([C:11]3([C:9]([NH:8][C:5]4[CH:4]=[CH:3][C:2]([F:1])=[CH:7][CH:6]=4)=[O:10])[CH2:12][CH2:13]3)=[O:16])=[C:44]([F:45])[CH:43]=2)[CH:39]=[CH:38][N:37]=1)=[O:41], predict the reactants needed to synthesize it. The reactants are: [F:1][C:2]1[CH:7]=[CH:6][C:5]([NH:8][C:9]([C:11]2([C:14]([OH:16])=O)[CH2:13][CH2:12]2)=[O:10])=[CH:4][CH:3]=1.C(N(CC)CC)C.S(Cl)(Cl)=O.[NH2:28][C:29]1[C:44]([F:45])=[CH:43][C:32]([O:33][C:34]2[CH:39]=[CH:38][N:37]=[C:36]([C:40]([NH2:42])=[O:41])[CH:35]=2)=[C:31]([F:46])[CH:30]=1. (5) The reactants are: [Cl:1][C:2]1[CH:3]=[C:4]([CH:18]=[CH:19][C:20]=1[Cl:21])[CH2:5][N:6]1[C:15](=[O:16])[C:14]2[C:9](=[CH:10][CH:11]=[C:12]([NH2:17])[CH:13]=2)[N:8]=[CH:7]1.[CH2:22]([N:27]=[C:28]=[O:29])[CH2:23][CH2:24][CH2:25][CH3:26].C([O-])([O-])=O.[Na+].[Na+]. Given the product [Cl:1][C:2]1[CH:3]=[C:4]([CH:18]=[CH:19][C:20]=1[Cl:21])[CH2:5][N:6]1[C:15](=[O:16])[C:14]2[C:9](=[CH:10][CH:11]=[C:12]([NH:17][C:28]([NH:27][CH2:22][CH2:23][CH2:24][CH2:25][CH3:26])=[O:29])[CH:13]=2)[N:8]=[CH:7]1, predict the reactants needed to synthesize it. (6) Given the product [Cl:43][C:28]1[C:29]([NH:31][C:32]2[C:33]([C:34](=[O:35])[NH:36][CH3:37])=[CH:38][CH:39]=[CH:40][C:41]=2[F:42])=[N:30][C:25]([NH:1][C:2]2[CH:23]=[CH:22][C:5]3[C:6]([CH3:20])([CH3:21])[CH2:7][CH:8]([NH:12][C:13]([N:15]4[CH2:19][CH2:18][CH2:17][CH2:16]4)=[O:14])[C:9](=[O:11])[NH:10][C:4]=3[CH:3]=2)=[N:26][CH:27]=1, predict the reactants needed to synthesize it. The reactants are: [NH2:1][C:2]1[CH:23]=[CH:22][C:5]2[C:6]([CH3:21])([CH3:20])[CH2:7][CH:8]([NH:12][C:13]([N:15]3[CH2:19][CH2:18][CH2:17][CH2:16]3)=[O:14])[C:9](=[O:11])[NH:10][C:4]=2[CH:3]=1.Cl[C:25]1[N:30]=[C:29]([NH:31][C:32]2[C:41]([F:42])=[CH:40][CH:39]=[CH:38][C:33]=2[C:34]([NH:36][CH3:37])=[O:35])[C:28]([Cl:43])=[CH:27][N:26]=1. (7) Given the product [OH:37][C:35]([CH3:38])([CH3:36])[CH2:34][CH2:33][C:30]1[CH:31]=[CH:32][C:27]2[N:28]([C:24]([C:22]([NH:21][C:3]3[CH:4]=[C:5]([C:8]4[N:12]=[C:11]([CH:13]5[CH2:14][N:15]([C:17]([O:19][CH3:20])=[O:18])[CH2:16]5)[O:10][N:9]=4)[CH:6]=[CH:7][C:2]=3[CH3:1])=[O:23])=[CH:25][N:26]=2)[CH:29]=1, predict the reactants needed to synthesize it. The reactants are: [CH3:1][C:2]1[CH:7]=[CH:6][C:5]([C:8]2[N:12]=[C:11]([CH:13]3[CH2:16][N:15]([C:17]([O:19][CH3:20])=[O:18])[CH2:14]3)[O:10][N:9]=2)=[CH:4][C:3]=1[NH:21][C:22]([C:24]1[N:28]2[CH:29]=[C:30]([CH2:33][CH2:34][C:35](=[O:37])[CH3:36])[CH:31]=[CH:32][C:27]2=[N:26][CH:25]=1)=[O:23].[CH3:38][Mg]Br. (8) Given the product [C:23]([C:25](=[CH:21][C:19]1[S:20][C:16]([C:13]2[CH:12]=[CH:11][C:10]([O:9][CH2:1][CH2:2][CH2:3][CH2:4][CH2:5][CH2:6][CH2:7][CH3:8])=[CH:15][CH:14]=2)=[CH:17][CH:18]=1)[C:26]([OH:28])=[O:27])#[N:24], predict the reactants needed to synthesize it. The reactants are: [CH2:1]([O:9][C:10]1[CH:15]=[CH:14][C:13]([C:16]2[S:20][C:19]([CH:21]=O)=[CH:18][CH:17]=2)=[CH:12][CH:11]=1)[CH2:2][CH2:3][CH2:4][CH2:5][CH2:6][CH2:7][CH3:8].[C:23]([CH2:25][C:26]([OH:28])=[O:27])#[N:24].N1CCCCC1.Cl. (9) Given the product [ClH:27].[C:1]1([S:7]([CH:10]2[CH2:11][CH:12]3[NH:17][CH:15]([CH2:14][CH2:13]3)[CH2:16]2)(=[O:9])=[O:8])[CH:2]=[CH:3][CH:4]=[CH:5][CH:6]=1, predict the reactants needed to synthesize it. The reactants are: [C:1]1([S:7]([CH:10]2[CH2:16][CH:15]3[N:17](C(OC(C)(C)C)=O)[CH:12]([CH2:13][CH2:14]3)[CH2:11]2)(=[O:9])=[O:8])[CH:6]=[CH:5][CH:4]=[CH:3][CH:2]=1.CO.[ClH:27].